From a dataset of Reaction yield outcomes from USPTO patents with 853,638 reactions. Predict the reaction yield, written as a fraction of the theoretical maximum amount of product (1.0 means a 100% yield; for example, 0.34 means a 34% yield). (1) The reactants are Cl[C:2]1[C:7]([N+:8]([O-:10])=[O:9])=[C:6]([NH2:11])[CH:5]=[CH:4][N:3]=1.[F:12][C:13]1[CH:14]=[C:15](B(O)O)[CH:16]=[CH:17][CH:18]=1.C([O-])([O-])=O.[Na+].[Na+].C1(C)C=CC=CC=1. The catalyst is C1C=CC([P]([Pd]([P](C2C=CC=CC=2)(C2C=CC=CC=2)C2C=CC=CC=2)([P](C2C=CC=CC=2)(C2C=CC=CC=2)C2C=CC=CC=2)[P](C2C=CC=CC=2)(C2C=CC=CC=2)C2C=CC=CC=2)(C2C=CC=CC=2)C2C=CC=CC=2)=CC=1.CCO.O. The product is [F:12][C:13]1[CH:18]=[C:17]([C:2]2[C:7]([N+:8]([O-:10])=[O:9])=[C:6]([NH2:11])[CH:5]=[CH:4][N:3]=2)[CH:16]=[CH:15][CH:14]=1. The yield is 0.712. (2) The reactants are [N:1]1[CH:6]=[CH:5][C:4]([N:7]2[CH2:12][CH2:11][N:10]([CH2:13][C:14](Cl)=[O:15])[CH2:9][CH2:8]2)=[CH:3][CH:2]=1.[NH2:17][CH2:18][CH2:19][CH2:20][NH:21][S:22]([C:25]1[CH:34]=[CH:33][C:32]2[C:27](=[CH:28][CH:29]=[CH:30][CH:31]=2)[CH:26]=1)(=[O:24])=[O:23]. No catalyst specified. The product is [CH:26]1[C:27]2[C:32](=[CH:31][CH:30]=[CH:29][CH:28]=2)[CH:33]=[CH:34][C:25]=1[S:22]([NH:21][CH2:20][CH2:19][CH2:18][NH:17][C:14](=[O:15])[CH2:13][N:10]1[CH2:11][CH2:12][N:7]([C:4]2[CH:5]=[CH:6][N:1]=[CH:2][CH:3]=2)[CH2:8][CH2:9]1)(=[O:24])=[O:23]. The yield is 0.340. (3) The reactants are [OH:1][CH2:2][C:3]1[CH:8]=[C:7]([CH3:9])[CH:6]=[C:5]([N:10]2[N:14]=[C:13]3[CH:15]=[CH:16][C:17]([C:19]([F:22])([F:21])[F:20])=[CH:18][C:12]3=[N:11]2)[C:4]=1[OH:23].C(N(CC)CC)C.[C:31](Cl)(=[O:35])[C:32]([CH3:34])=[CH2:33]. The catalyst is C1COCC1. The product is [C:31]([O:1][CH2:2][C:3]1[CH:8]=[C:7]([CH3:9])[CH:6]=[C:5]([N:10]2[N:14]=[C:13]3[CH:15]=[CH:16][C:17]([C:19]([F:22])([F:21])[F:20])=[CH:18][C:12]3=[N:11]2)[C:4]=1[OH:23])(=[O:35])[C:32]([CH3:34])=[CH2:33]. The yield is 0.440. (4) The reactants are [Cl:1][C:2]1[CH:7]=[CH:6][C:5]([C:8]2[C:17]3[C:12](=[CH:13][C:14]([S:18]([O:21][C:22]4[C:27]([F:28])=[C:26]([F:29])[C:25]([F:30])=[C:24]([F:31])[C:23]=4[F:32])(=[O:20])=[O:19])=[CH:15][CH:16]=3)[CH:11]=[CH:10][N:9]=2)=[C:4]([CH2:33][OH:34])[CH:3]=1.CN(C=O)C.N1C=CN=C1.[C:45]([Si:49]([CH3:52])([CH3:51])Cl)([CH3:48])([CH3:47])[CH3:46]. The catalyst is CCOC(C)=O. The product is [Si:49]([O:34][CH2:33][C:4]1[CH:3]=[C:2]([Cl:1])[CH:7]=[CH:6][C:5]=1[C:8]1[C:17]2[C:12](=[CH:13][C:14]([S:18]([O:21][C:22]3[C:27]([F:28])=[C:26]([F:29])[C:25]([F:30])=[C:24]([F:31])[C:23]=3[F:32])(=[O:19])=[O:20])=[CH:15][CH:16]=2)[CH:11]=[CH:10][N:9]=1)([C:45]([CH3:48])([CH3:47])[CH3:46])([CH3:52])[CH3:51]. The yield is 0.657. (5) The reactants are C(O)(C(F)(F)F)=O.[CH3:8][O:9][C:10]1[CH:15]=[C:14]([C:16]([F:19])([F:18])[F:17])[CH:13]=[CH:12][C:11]=1[N:20]1[C:25](=[O:26])[CH2:24][O:23][C:22]2[CH:27]=[C:28]([S:31]([N:34](CC3C=CC(OC)=CC=3)[C:35]3[S:36][CH:37]=[CH:38][N:39]=3)(=[O:33])=[O:32])[CH:29]=[CH:30][C:21]1=2. The catalyst is C(Cl)Cl. The product is [CH3:8][O:9][C:10]1[CH:15]=[C:14]([C:16]([F:19])([F:17])[F:18])[CH:13]=[CH:12][C:11]=1[N:20]1[C:25](=[O:26])[CH2:24][O:23][C:22]2[CH:27]=[C:28]([S:31]([NH:34][C:35]3[S:36][CH:37]=[CH:38][N:39]=3)(=[O:32])=[O:33])[CH:29]=[CH:30][C:21]1=2. The yield is 0.830.